This data is from Catalyst prediction with 721,799 reactions and 888 catalyst types from USPTO. The task is: Predict which catalyst facilitates the given reaction. (1) Reactant: [F:1][C:2]([F:20])([F:19])[C:3]1[CH:8]=[CH:7][C:6]([C:9]2[C:10]3[CH2:17][CH2:16][CH:15]([OH:18])[C:11]=3[CH:12]=[N:13][CH:14]=2)=[CH:5][CH:4]=1.[H-].[Na+].Br[CH2:24][C:25]([O:27][C:28]([CH3:31])([CH3:30])[CH3:29])=[O:26].OP([O-])(O)=O.[K+]. Product: [F:20][C:2]([F:1])([F:19])[C:3]1[CH:4]=[CH:5][C:6]([C:9]2[C:10]3[CH2:17][CH2:16][CH:15]([O:18][CH2:24][C:25]([O:27][C:28]([CH3:31])([CH3:30])[CH3:29])=[O:26])[C:11]=3[CH:12]=[N:13][CH:14]=2)=[CH:7][CH:8]=1. The catalyst class is: 3. (2) Reactant: F[C:2]1[CH:9]=[CH:8][C:7]([N+:10]([O-:12])=[O:11])=[CH:6][C:3]=1[CH:4]=O.[C:13]([O:17][CH3:18])(=[O:16])[CH2:14][SH:15].C(=O)([O-])[O-].[K+].[K+].CN(C)C=O. Product: [N+:10]([C:7]1[CH:8]=[CH:9][C:2]2[S:15][C:14]([C:13]([O:17][CH3:18])=[O:16])=[CH:4][C:3]=2[CH:6]=1)([O-:12])=[O:11]. The catalyst class is: 84. (3) Reactant: [N:1]([CH:4]([C:6]1[N:7]=[C:8]2[S:22][CH:21]=[C:20]([CH3:23])[N:9]2[C:10](=[O:19])[C:11]=1[C:12]1[CH:17]=[CH:16][CH:15]=[CH:14][C:13]=1[Cl:18])[CH3:5])=[N+]=[N-].CP(C)C. Product: [NH2:1][CH:4]([C:6]1[N:7]=[C:8]2[S:22][CH:21]=[C:20]([CH3:23])[N:9]2[C:10](=[O:19])[C:11]=1[C:12]1[CH:17]=[CH:16][CH:15]=[CH:14][C:13]=1[Cl:18])[CH3:5]. The catalyst class is: 7. (4) Reactant: C1(P(C2C=CC=CC=2)C2C=CC=CC=2)C=CC=CC=1.O[CH2:21][C:22]1[CH:23]=[C:24]([CH3:41])[CH:25]=[C:26]2[C:31]=1[O:30][CH:29]([C:32]([F:35])([F:34])[F:33])[C:28]([C:36]([O:38][CH2:39][CH3:40])=[O:37])=[CH:27]2.[C:42]1([SH:48])[CH:47]=[CH:46][CH:45]=[CH:44][CH:43]=1.CCOC(/N=N/C(OCC)=O)=O. Product: [CH3:41][C:24]1[CH:25]=[C:26]2[C:31](=[C:22]([CH2:21][S:48][C:42]3[CH:47]=[CH:46][CH:45]=[CH:44][CH:43]=3)[CH:23]=1)[O:30][CH:29]([C:32]([F:34])([F:35])[F:33])[C:28]([C:36]([O:38][CH2:39][CH3:40])=[O:37])=[CH:27]2. The catalyst class is: 1. (5) Reactant: Cl[CH2:2][C:3]1[N:4]=[C:5]([C:18]2[CH:23]=[CH:22][C:21]([Cl:24])=[CH:20][CH:19]=2)[N:6]([C:8]2[CH:13]=[CH:12][C:11]([S:14]([CH3:17])(=[O:16])=[O:15])=[CH:10][CH:9]=2)[CH:7]=1.[CH3:25][C:26]1[C:31]([SH:32])=[CH:30][CH:29]=[CH:28][CH:27]=1.C(=O)([O-])[O-].[K+].[K+]. Product: [Cl:24][C:21]1[CH:22]=[CH:23][C:18]([C:5]2[N:6]([C:8]3[CH:9]=[CH:10][C:11]([S:14]([CH3:17])(=[O:16])=[O:15])=[CH:12][CH:13]=3)[CH:7]=[C:3]([CH2:2][S:32][C:31]3[CH:30]=[CH:29][CH:28]=[CH:27][C:26]=3[CH3:25])[N:4]=2)=[CH:19][CH:20]=1. The catalyst class is: 9. (6) Reactant: [Cl:1][C:2]1[CH:7]=[C:6]([F:8])[CH:5]=[CH:4][C:3]=1[S:9]([NH:12][C@H:13]([C@H:16]1[CH2:18][O:17]1)[CH2:14][OH:15])(=[O:11])=[O:10].[N-:19]=[N+:20]=[N-:21].[Na+].[NH4+].[Cl-]. Product: [N:19]([CH2:18][C@@H:16]([OH:17])[C@@H:13]([NH:12][S:9]([C:3]1[CH:4]=[CH:5][C:6]([F:8])=[CH:7][C:2]=1[Cl:1])(=[O:11])=[O:10])[CH2:14][OH:15])=[N+:20]=[N-:21]. The catalyst class is: 24.